Predict which catalyst facilitates the given reaction. From a dataset of Catalyst prediction with 721,799 reactions and 888 catalyst types from USPTO. (1) Reactant: [NH:1](C(OC(C)(C)C)=O)[C@@H:2]([C:10]([NH:12][C@H:13]([C:21]([NH:23][C@H:24]([C:32]([NH:34][C@@H:35]([C:46]([NH:48][C@H:49]([C:62]([NH:64][C@H:65]([C:69]([NH:71][C@H:72]([C:80]([NH:82][C@H:83]([C:87]([O:89][CH3:90])=[O:88])[C@@H:84]([CH3:86])[OH:85])=[O:81])[CH2:73][S:74][CH2:75][NH:76][C:77]([CH3:79])=[O:78])=[O:70])[C@@H:66]([CH3:68])[OH:67])=[O:63])[CH2:50][CH2:51][CH2:52][CH2:53][NH:54]C(OC(C)(C)C)=O)=[O:47])[CH2:36][C:37]1[C:45]2[C:40](=[CH:41][CH:42]=[CH:43][CH:44]=2)[NH:39][CH:38]=1)=[O:33])[CH2:25][C:26]1[CH:31]=[CH:30][CH:29]=[CH:28][CH:27]=1)=[O:22])[CH2:14][S:15][CH2:16][NH:17][C:18]([CH3:20])=[O:19])=[O:11])[CH2:3][C:4]1[CH:9]=[CH:8][CH:7]=[CH:6][CH:5]=1.SC(O)C.C(O)(C(F)(F)F)=O. Product: [NH2:1][C@@H:2]([C:10]([NH:12][C@H:13]([C:21]([NH:23][C@H:24]([C:32]([NH:34][C@@H:35]([C:46]([NH:48][C@H:49]([C:62]([NH:64][C@H:65]([C:69]([NH:71][C@H:72]([C:80]([NH:82][C@H:83]([C:87]([O:89][CH3:90])=[O:88])[C@@H:84]([CH3:86])[OH:85])=[O:81])[CH2:73][S:74][CH2:75][NH:76][C:77]([CH3:79])=[O:78])=[O:70])[C@@H:66]([CH3:68])[OH:67])=[O:63])[CH2:50][CH2:51][CH2:52][CH2:53][NH2:54])=[O:47])[CH2:36][C:37]1[C:45]2[C:40](=[CH:41][CH:42]=[CH:43][CH:44]=2)[NH:39][CH:38]=1)=[O:33])[CH2:25][C:26]1[CH:27]=[CH:28][CH:29]=[CH:30][CH:31]=1)=[O:22])[CH2:14][S:15][CH2:16][NH:17][C:18]([CH3:20])=[O:19])=[O:11])[CH2:3][C:4]1[CH:9]=[CH:8][CH:7]=[CH:6][CH:5]=1. The catalyst class is: 2. (2) Reactant: [CH3:1][O:2][C:3]1[CH:8]=[CH:7][C:6]([NH:9][NH2:10])=[CH:5][CH:4]=1.[N+:11]([C:14]1[CH:19]=[CH:18][C:17]([N:20]2[CH2:25][CH2:24][CH:23]([C:26](=[O:31])C(Cl)(Cl)Cl)[C:22](=O)[C:21]2=[O:33])=[CH:16][CH:15]=1)([O-:13])=[O:12]. Product: [OH:31][C:26]1[C:23]2[CH2:24][CH2:25][N:20]([C:17]3[CH:18]=[CH:19][C:14]([N+:11]([O-:13])=[O:12])=[CH:15][CH:16]=3)[C:21](=[O:33])[C:22]=2[N:9]([C:6]2[CH:7]=[CH:8][C:3]([O:2][CH3:1])=[CH:4][CH:5]=2)[N:10]=1. The catalyst class is: 130. (3) Reactant: [CH2:1]([NH:8][C:9]([C:11]1[S:12][CH:13]=[CH:14][C:15]=1[CH3:16])=[O:10])[C:2]1[CH:7]=[CH:6][CH:5]=[CH:4][CH:3]=1.[Br:17]N1C(=O)CCC1=O. Product: [CH2:1]([NH:8][C:9]([C:11]1[S:12][C:13]([Br:17])=[CH:14][C:15]=1[CH3:16])=[O:10])[C:2]1[CH:3]=[CH:4][CH:5]=[CH:6][CH:7]=1. The catalyst class is: 10. (4) Reactant: Cl.[CH3:2][C@@H:3]1[CH2:7][CH2:6][CH2:5][N:4]1[CH2:8][CH2:9][CH2:10][O:11][C:12]1[CH:17]=[CH:16][C:15]([N:18]2[CH:22]=[C:21]([C:23]([OH:25])=O)[CH:20]=[N:19]2)=[CH:14][CH:13]=1.O.O[N:28]1C2C=CC=CC=2N=N1.Cl.C(N=C=NCCCN(C)C)C.N.C(=O)(O)[O-].[Na+]. Product: [CH3:2][C@@H:3]1[CH2:7][CH2:6][CH2:5][N:4]1[CH2:8][CH2:9][CH2:10][O:11][C:12]1[CH:17]=[CH:16][C:15]([N:18]2[CH:22]=[C:21]([C:23]([NH2:28])=[O:25])[CH:20]=[N:19]2)=[CH:14][CH:13]=1. The catalyst class is: 35. (5) Reactant: [Br-:1].[Br-].[Br-].[NH+]1C=CC=CC=1.[NH+]1C=CC=CC=1.[NH+]1C=CC=CC=1.[F:22][C:23]1[CH:28]=[C:27]([F:29])[CH:26]=[CH:25][C:24]=1[C:30](=[O:44])[CH2:31][C:32]1[CH:33]=[CH:34][C:35]2[N:36]([C:38]([CH:41]([CH3:43])[CH3:42])=[N:39][N:40]=2)[N:37]=1. Product: [Br:1][CH:31]([C:32]1[CH:33]=[CH:34][C:35]2[N:36]([C:38]([CH:41]([CH3:42])[CH3:43])=[N:39][N:40]=2)[N:37]=1)[C:30]([C:24]1[CH:25]=[CH:26][C:27]([F:29])=[CH:28][C:23]=1[F:22])=[O:44]. The catalyst class is: 76.